The task is: Predict the reactants needed to synthesize the given product.. This data is from Full USPTO retrosynthesis dataset with 1.9M reactions from patents (1976-2016). (1) Given the product [CH2:32]([S:35]([N:4]1[CH2:3][CH2:2][N:1]([CH2:7][C:8]2[N:12]([C:13]3[CH:20]=[CH:19][C:16]([C:17]#[N:18])=[C:15]([C:21]([F:24])([F:22])[F:23])[CH:14]=3)[N:11]=[N:10][N:9]=2)[CH2:6][CH2:5]1)(=[O:37])=[O:36])[CH2:33][CH3:34], predict the reactants needed to synthesize it. The reactants are: [N:1]1([CH2:7][C:8]2[N:12]([C:13]3[CH:20]=[CH:19][C:16]([C:17]#[N:18])=[C:15]([C:21]([F:24])([F:23])[F:22])[CH:14]=3)[N:11]=[N:10][N:9]=2)[CH2:6][CH2:5][NH:4][CH2:3][CH2:2]1.C(N(CC)CC)C.[CH2:32]([S:35](Cl)(=[O:37])=[O:36])[CH2:33][CH3:34]. (2) The reactants are: [CH2:1]([N:8]1[C:16]2[C:11](=[CH:12][C:13]([OH:17])=[CH:14][CH:15]=2)[CH2:10][CH2:9]1)[C:2]1[CH:7]=[CH:6][CH:5]=[CH:4][CH:3]=1.[CH2:18]1[O:26][C:25]2[CH:24]=[CH:23][C:22]([N:27]=[C:28]=[O:29])=[CH:21][C:20]=2[O:19]1. Given the product [O:26]1[C:25]2[CH:24]=[CH:23][C:22]([NH:27][C:28](=[O:29])[O:17][C:13]3[CH:12]=[C:11]4[C:16](=[CH:15][CH:14]=3)[N:8]([CH2:1][C:2]3[CH:3]=[CH:4][CH:5]=[CH:6][CH:7]=3)[CH2:9][CH2:10]4)=[CH:21][C:20]=2[O:19][CH2:18]1, predict the reactants needed to synthesize it. (3) Given the product [F:36][C:23]1[C:24]([NH:29][S:30]([CH2:33][CH2:34][CH3:35])(=[O:32])=[O:31])=[CH:25][CH:26]=[C:27]([F:28])[C:22]=1[NH:21][C:19]([C:15]1[C:11]2[N:12]=[CH:13][N:14]=[C:9]([NH2:8])[C:10]=2[CH:18]=[N:17][CH:16]=1)=[O:20], predict the reactants needed to synthesize it. The reactants are: COC1C=CC(C[N:8](CC2C=CC(OC)=CC=2)[C:9]2[C:10]3[CH:18]=[N:17][CH:16]=[C:15]([C:19]([NH:21][C:22]4[C:27]([F:28])=[CH:26][CH:25]=[C:24]([NH:29][S:30]([CH2:33][CH2:34][CH3:35])(=[O:32])=[O:31])[C:23]=4[F:36])=[O:20])[C:11]=3[N:12]=[CH:13][N:14]=2)=CC=1. (4) The reactants are: Cl[C:2]1[N:7]=[C:6]([NH:8][C:9]2[N:14]=[CH:13][C:12]3[N:15]=[CH:16][N:17]([CH:18]([CH3:20])[CH3:19])[C:11]=3[CH:10]=2)[CH:5]=[CH:4][N:3]=1.[NH:21]1[CH:25]=[C:24]([NH2:26])[CH:23]=[N:22]1.FC(F)(F)C(O)=O.C(O)(C)(C)C. Given the product [CH:18]([N:17]1[C:11]2[CH:10]=[C:9]([NH:8][C:6]3[CH:5]=[CH:4][N:3]=[C:2]([NH:26][C:24]4[CH:25]=[N:21][NH:22][CH:23]=4)[N:7]=3)[N:14]=[CH:13][C:12]=2[N:15]=[CH:16]1)([CH3:20])[CH3:19], predict the reactants needed to synthesize it.